Predict the reaction yield, written as a fraction of the theoretical maximum amount of product (1.0 means a 100% yield; for example, 0.34 means a 34% yield). From a dataset of Reaction yield outcomes from USPTO patents with 853,638 reactions. The reactants are [Cl:1][C:2]1[CH:7]=[C:6]([O:8][C:9]2[C:10](I)=[N:11][C:12]([CH3:15])=[CH:13][CH:14]=2)[CH:5]=[CH:4][N:3]=1.C([Sn](CCCC)(CCCC)[C:22]1[CH:27]=[N:26][CH:25]=[CH:24][N:23]=1)CCC.C1COCC1. The catalyst is C1(P(C2C=CC=CC=2)[C-]2C=CC=C2)C=CC=CC=1.[C-]1(P(C2C=CC=CC=2)C2C=CC=CC=2)C=CC=C1.[Fe+2].C1C=CC(/C=C/C(/C=C/C2C=CC=CC=2)=O)=CC=1.C1C=CC(/C=C/C(/C=C/C2C=CC=CC=2)=O)=CC=1.C1C=CC(/C=C/C(/C=C/C2C=CC=CC=2)=O)=CC=1.[Pd].[Pd].CC(N(C)C)=O. The product is [Cl:1][C:2]1[CH:7]=[C:6]([O:8][C:9]2[C:10]([C:22]3[CH:27]=[N:26][CH:25]=[CH:24][N:23]=3)=[N:11][C:12]([CH3:15])=[CH:13][CH:14]=2)[CH:5]=[CH:4][N:3]=1. The yield is 0.360.